This data is from Reaction yield outcomes from USPTO patents with 853,638 reactions. The task is: Predict the reaction yield, written as a fraction of the theoretical maximum amount of product (1.0 means a 100% yield; for example, 0.34 means a 34% yield). The reactants are [CH:1]([C@:4]1([C:10]([N:12]2[CH2:17][CH:16]=[C:15]([C:18]3[CH:19]=[N:20][CH:21]=[C:22]([C:24]([F:27])([F:26])[F:25])[CH:23]=3)[CH2:14][CH2:13]2)=[O:11])[CH2:8][CH2:7][C@@H:6]([NH2:9])[CH2:5]1)([CH3:3])[CH3:2].[CH3:28][O:29][CH:30]1[C:35](=O)[CH2:34][CH2:33][O:32][CH2:31]1.C(N(CC)CC)C.C(O[BH-](OC(=O)C)OC(=O)C)(=O)C.[Na+]. The catalyst is C(Cl)Cl. The product is [CH:1]([C@:4]1([C:10]([N:12]2[CH2:13][CH:14]=[C:15]([C:18]3[CH:19]=[N:20][CH:21]=[C:22]([C:24]([F:27])([F:26])[F:25])[CH:23]=3)[CH2:16][CH2:17]2)=[O:11])[CH2:8][CH2:7][C@@H:6]([NH:9][CH:35]2[CH2:34][CH2:33][O:32][CH2:31][CH:30]2[O:29][CH3:28])[CH2:5]1)([CH3:3])[CH3:2]. The yield is 0.140.